This data is from Forward reaction prediction with 1.9M reactions from USPTO patents (1976-2016). The task is: Predict the product of the given reaction. (1) Given the reactants [NH2:1][C:2]1[CH:7]=[CH:6][C:5]([C@@H:8]2[CH2:10][C@H:9]2[NH:11][C:12](=[O:18])[O:13][C:14]([CH3:17])([CH3:16])[CH3:15])=[CH:4][CH:3]=1.C(N(CC)CC)C.Cl[C:27]([O:29][CH2:30][C:31]([Cl:34])([Cl:33])[Cl:32])=[O:28].[Cl-].[NH4+], predict the reaction product. The product is: [Cl:32][C:31]([Cl:34])([Cl:33])[CH2:30][O:29][C:27](=[O:28])[NH:1][C:2]1[CH:7]=[CH:6][C:5]([C@@H:8]2[CH2:10][C@H:9]2[NH:11][C:12]([O:13][C:14]([CH3:15])([CH3:17])[CH3:16])=[O:18])=[CH:4][CH:3]=1. (2) Given the reactants Br[C:2]1[CH:10]=[C:9]2[C:5]([C:6]([N:11]([CH3:15])[C:12]([NH2:14])=[O:13])=[N:7][NH:8]2)=[CH:4][CH:3]=1.[CH:16]1([N:19]2[CH2:24][C:23]3([CH2:29][CH2:28][N:27]([S:30]([C:33]4[CH:38]=[CH:37][C:36](B5OC(C)(C)C(C)(C)O5)=[CH:35][CH:34]=4)(=[O:32])=[O:31])[CH2:26][CH2:25]3)[O:22][CH2:21][C:20]2=[O:48])[CH2:18][CH2:17]1, predict the reaction product. The product is: [CH:16]1([N:19]2[CH2:24][C:23]3([CH2:29][CH2:28][N:27]([S:30]([C:33]4[CH:34]=[CH:35][C:36]([C:2]5[CH:10]=[C:9]6[C:5]([C:6]([N:11]([CH3:15])[C:12]([NH2:14])=[O:13])=[N:7][NH:8]6)=[CH:4][CH:3]=5)=[CH:37][CH:38]=4)(=[O:31])=[O:32])[CH2:26][CH2:25]3)[O:22][CH2:21][C:20]2=[O:48])[CH2:17][CH2:18]1. (3) The product is: [F:1][C:2]1[CH:3]=[CH:4][C:5]([CH:8]2[CH2:10][C@:9]2([NH:34][C:37](=[O:22])[O:43][C:39]([CH3:42])([CH3:41])[CH3:40])[CH3:14])=[CH:6][CH:7]=1. Given the reactants [F:1][C:2]1[CH:7]=[CH:6][C:5]([CH:8]2[CH2:10][C@@:9]2([CH3:14])C(O)=O)=[CH:4][CH:3]=1.C1(P(N=[N+]=[N-])(C2C=CC=CC=2)=[O:22])C=CC=CC=1.CC[N:34]([CH2:37]C)CC.[C:39]([OH:43])([CH3:42])([CH3:41])[CH3:40], predict the reaction product. (4) Given the reactants [Cl:1][C:2]1[CH:7]=[CH:6][C:5]([C:8]2[C:13]([CH3:14])=[N:12][NH:11][C:10](=O)[C:9]=2[C:16]2[CH:21]=[CH:20][CH:19]=[CH:18][N:17]=2)=[CH:4][CH:3]=1.P(Cl)(Cl)([Cl:24])=O, predict the reaction product. The product is: [Cl:24][C:10]1[N:11]=[N:12][C:13]([CH3:14])=[C:8]([C:5]2[CH:6]=[CH:7][C:2]([Cl:1])=[CH:3][CH:4]=2)[C:9]=1[C:16]1[CH:21]=[CH:20][CH:19]=[CH:18][N:17]=1. (5) The product is: [Cl:1][C:2]1[C:7]([C:8]2[CH:13]=[CH:12][CH:11]=[C:10]([CH2:14][N:55]3[CH2:56][CH2:57][CH2:58][NH:59][CH2:60][CH2:54]3)[CH:9]=2)=[CH:6][C:5]([CH2:16][NH:17][C:18]([C:20]2[CH:25]=[CH:24][CH:23]=[C:22]([C:26]([NH:28][CH2:29][C:30]3[C:31]([NH:43][CH:44]4[CH2:45][CH2:46][O:47][CH2:48][CH2:49]4)=[C:32]4[CH:40]=[N:39][N:38]([CH2:41][CH3:42])[C:33]4=[N:34][C:35]=3[CH2:36][CH3:37])=[O:27])[CH:21]=2)=[O:19])=[CH:4][CH:3]=1. Given the reactants [Cl:1][C:2]1[C:7]([C:8]2[CH:13]=[CH:12][CH:11]=[C:10]([CH:14]=O)[CH:9]=2)=[CH:6][C:5]([CH2:16][NH:17][C:18]([C:20]2[CH:25]=[CH:24][CH:23]=[C:22]([C:26]([NH:28][CH2:29][C:30]3[C:31]([NH:43][CH:44]4[CH2:49][CH2:48][O:47][CH2:46][CH2:45]4)=[C:32]4[CH:40]=[N:39][N:38]([CH2:41][CH3:42])[C:33]4=[N:34][C:35]=3[CH2:36][CH3:37])=[O:27])[CH:21]=2)=[O:19])=[CH:4][CH:3]=1.CC([CH:54]1[CH2:60][NH:59][CH2:58][CH2:57][CH2:56][N:55]1C([O-])=O)(C)C.C(O)(=O)C.C(O[BH-](OC(=O)C)OC(=O)C)(=O)C.[Na+].C(O)(C(F)(F)F)=O, predict the reaction product. (6) Given the reactants [CH3:1][N:2]1[CH2:15][CH2:14][C:5]2[NH:6][C:7]3[CH:8]=[CH:9][C:10]([CH3:13])=[CH:11][C:12]=3[C:4]=2[CH2:3]1.[Br:16][C:17]1[CH:22]=[CH:21][CH:20]=[C:19](Br)[CH:18]=1.[O-]P([O-])([O-])=O.[K+].[K+].[K+].N1CCC[C@H]1C(O)=O, predict the reaction product. The product is: [Br:16][C:17]1[CH:18]=[C:19]([N:6]2[C:7]3[CH:8]=[CH:9][C:10]([CH3:13])=[CH:11][C:12]=3[C:4]3[CH2:3][N:2]([CH3:1])[CH2:15][CH2:14][C:5]2=3)[CH:20]=[CH:21][CH:22]=1. (7) The product is: [I:14][C:13]1[C:8]([O:4][CH:1]([CH3:3])[CH3:2])=[N:9][CH:10]=[CH:11][CH:12]=1. Given the reactants [CH:1]([OH:4])([CH3:3])[CH3:2].[H-].[Na+].F[C:8]1[C:13]([I:14])=[CH:12][CH:11]=[CH:10][N:9]=1.[NH4+].[Cl-], predict the reaction product. (8) The product is: [NH:16]([C:3]1[NH:8][C:7](=[O:9])[C:6]([C:10]2[CH:15]=[CH:14][CH:13]=[CH:12][CH:11]=2)=[N:5][N:4]=1)[NH2:17]. Given the reactants CS[C:3]1[NH:8][C:7](=[O:9])[C:6]([C:10]2[CH:15]=[CH:14][CH:13]=[CH:12][CH:11]=2)=[N:5][N:4]=1.[NH2:16][NH2:17], predict the reaction product.